From a dataset of Catalyst prediction with 721,799 reactions and 888 catalyst types from USPTO. Predict which catalyst facilitates the given reaction. (1) Reactant: [C:1]([O:5][C:6]([N:8]1[CH2:13][CH2:12][N:11]([C:14]2[CH:19]=[CH:18][C:17]([C:20]3[O:24][C:23]([C:25]4[CH:33]=[C:32]5[C:28]([CH:29]=[CH:30][NH:31]5)=[CH:27][CH:26]=4)=[N:22][C:21]=3[C:34](O)=[O:35])=[CH:16][CH:15]=2)[CH2:10][CH2:9]1)=[O:7])([CH3:4])([CH3:3])[CH3:2].F[P-](F)(F)(F)(F)F.[N:44]1(OC(N(C)C)=[N+](C)C)C2N=CC=CC=2N=N1.C(N(C(C)C)CC)(C)C.N.O1CCOCC1. Product: [C:34]([C:21]1[N:22]=[C:23]([C:25]2[CH:33]=[C:32]3[C:28]([CH:29]=[CH:30][NH:31]3)=[CH:27][CH:26]=2)[O:24][C:20]=1[C:17]1[CH:16]=[CH:15][C:14]([N:11]2[CH2:12][CH2:13][N:8]([C:6]([O:5][C:1]([CH3:3])([CH3:2])[CH3:4])=[O:7])[CH2:9][CH2:10]2)=[CH:19][CH:18]=1)(=[O:35])[NH2:44]. The catalyst class is: 3. (2) Reactant: Cl[CH2:2][C:3]([NH:5][C:6]1[S:7][C:8]2[C:13]([N:14]=1)=[CH:12][CH:11]=[C:10]([O:15][C:16]1[CH:17]=[C:18]([NH:24][C:25](=[O:37])[C:26]3[CH:31]=[CH:30][CH:29]=[C:28]([C:32]([C:35]#[N:36])([CH3:34])[CH3:33])[CH:27]=3)[CH:19]=[CH:20][C:21]=1[CH2:22][CH3:23])[N:9]=2)=[O:4].C(N(CC)CC)C.[CH3:45][N:46]1[CH2:51][CH2:50][NH:49][CH2:48][CH2:47]1. Product: [C:35]([C:32]([C:28]1[CH:27]=[C:26]([CH:31]=[CH:30][CH:29]=1)[C:25]([NH:24][C:18]1[CH:19]=[CH:20][C:21]([CH2:22][CH3:23])=[C:16]([O:15][C:10]2[N:9]=[C:8]3[S:7][C:6]([NH:5][C:3](=[O:4])[CH2:2][N:49]4[CH2:50][CH2:51][N:46]([CH3:45])[CH2:47][CH2:48]4)=[N:14][C:13]3=[CH:12][CH:11]=2)[CH:17]=1)=[O:37])([CH3:33])[CH3:34])#[N:36]. The catalyst class is: 54. (3) Reactant: [CH3:1][N:2]1[C:6]2[C:7](/[CH:11]=[CH:12]/[CH2:13][CH2:14][CH3:15])=[CH:8][CH:9]=[CH:10][C:5]=2[N:4]=[C:3]1[NH2:16]. Product: [CH3:1][N:2]1[C:6]2[C:7]([CH2:11][CH2:12][CH2:13][CH2:14][CH3:15])=[CH:8][CH:9]=[CH:10][C:5]=2[NH:4][C:3]1=[NH:16]. The catalyst class is: 29. (4) Reactant: CO[C:3](=[O:16])[C:4]1[CH:9]=[C:8](C)[CH:7]=[CH:6][C:5]=1[O:11][S:12]([CH3:15])(=[O:14])=[O:13].[Li+].[BH4-].[CH3:19]O.Cl. Product: [OH:16][CH2:3][C:4]1[CH:9]=[CH:8][C:7]([CH3:19])=[CH:6][C:5]=1[O:11][S:12]([CH3:15])(=[O:13])=[O:14]. The catalyst class is: 249. (5) Reactant: [F:1][C:2]1[CH:7]=[CH:6][C:5]([C:8]2[CH:13]=[CH:12][C:11]([NH:14][CH2:15][C:16]3[CH:21]=[CH:20][C:19]([C:22]([CH3:24])=[CH2:23])=[CH:18][C:17]=3[C:25]3[CH:26]=[CH:27][C:28]([C:31]([NH:33][CH2:34][CH2:35][C:36]([OH:38])=[O:37])=[O:32])=[N:29][CH:30]=3)=[CH:10][CH:9]=2)=[CH:4][CH:3]=1.C([O-])=O.[NH4+]. Product: [F:1][C:2]1[CH:7]=[CH:6][C:5]([C:8]2[CH:13]=[CH:12][C:11]([NH:14][CH2:15][C:16]3[CH:21]=[CH:20][C:19]([CH:22]([CH3:24])[CH3:23])=[CH:18][C:17]=3[C:25]3[CH:26]=[CH:27][C:28]([C:31]([NH:33][CH2:34][CH2:35][C:36]([OH:38])=[O:37])=[O:32])=[N:29][CH:30]=3)=[CH:10][CH:9]=2)=[CH:4][CH:3]=1. The catalyst class is: 19.